From a dataset of CYP2C19 inhibition data for predicting drug metabolism from PubChem BioAssay. Regression/Classification. Given a drug SMILES string, predict its absorption, distribution, metabolism, or excretion properties. Task type varies by dataset: regression for continuous measurements (e.g., permeability, clearance, half-life) or binary classification for categorical outcomes (e.g., BBB penetration, CYP inhibition). Dataset: cyp2c19_veith. (1) The molecule is O=C1[C@H]2CC[C@@H]3/C(=N\OC[C@@H](O)COCc4ccco4)C[C@@H](O)[C@@H](O)[C@@H]3[C@@H]2C(=O)N1Cc1ccc2c(c1)OCO2. The result is 0 (non-inhibitor). (2) The drug is CN1CCCC2(CCN(C(=O)c3ccncc3)CC2)C1. The result is 0 (non-inhibitor). (3) The molecule is CN(C)CC/C=C1\c2ccccc2CSc2ccccc21. The result is 0 (non-inhibitor). (4) The drug is O=C(c1ccco1)N1CCC[C@@]2(CCN(Cc3ccncc3)C2)C1. The result is 1 (inhibitor). (5) The molecule is Cn1cc(-c2nc3cnc(N4CCNCC4)nc3n(-c3ccccc3)c2=O)c2ccccc21. The result is 0 (non-inhibitor). (6) The drug is O=C(CCCN1C=C[C@@H](n2c(=O)[nH]c3ccccc32)CC1)c1ccc(F)cc1. The result is 0 (non-inhibitor). (7) The molecule is Oc1ccc(-c2[nH]ncc2-c2ccc(Cl)cc2)c(O)c1. The result is 1 (inhibitor).